This data is from Peptide-MHC class I binding affinity with 185,985 pairs from IEDB/IMGT. The task is: Regression. Given a peptide amino acid sequence and an MHC pseudo amino acid sequence, predict their binding affinity value. This is MHC class I binding data. The peptide sequence is GEIPFYGKAI. The MHC is HLA-B44:03 with pseudo-sequence HLA-B44:03. The binding affinity (normalized) is 0.563.